Dataset: Full USPTO retrosynthesis dataset with 1.9M reactions from patents (1976-2016). Task: Predict the reactants needed to synthesize the given product. Given the product [C:16]1([CH2:15][C:14]([NH:13][C:12]2[CH:11]=[C:10]([C@H:27]3[CH2:30][C@@H:29]([C:31]4[CH:36]=[CH:35][CH:34]=[CH:33][CH:32]=4)[CH2:28]3)[NH:9][N:8]=2)=[O:26])[C:25]2[C:20](=[CH:21][CH:22]=[CH:23][CH:24]=2)[CH:19]=[CH:18][CH:17]=1, predict the reactants needed to synthesize it. The reactants are: COC1C=CC(C[N:8]2[C:12]([NH:13][C:14](=[O:26])[CH2:15][C:16]3[C:25]4[C:20](=[CH:21][CH:22]=[CH:23][CH:24]=4)[CH:19]=[CH:18][CH:17]=3)=[CH:11][C:10]([CH:27]3[CH2:30][CH:29]([C:31]4[CH:36]=[CH:35][CH:34]=[CH:33][CH:32]=4)[CH2:28]3)=[N:9]2)=CC=1.C1(OC)C=CC=CC=1.